Predict the reaction yield, written as a fraction of the theoretical maximum amount of product (1.0 means a 100% yield; for example, 0.34 means a 34% yield). From a dataset of Reaction yield outcomes from USPTO patents with 853,638 reactions. (1) The reactants are [CH:1](=O)[C:2]1[C:3]([O:8][CH3:9])=[CH:4][CH:5]=[CH:6][CH:7]=1.[CH3:11][NH:12][CH2:13][CH2:14][NH:15][CH3:16].[O-]S([O-])(=O)=O.[Mg+2]. The catalyst is C(O)C. The product is [CH3:9][O:8][C:3]1[CH:4]=[CH:5][CH:6]=[CH:7][C:2]=1[CH:1]1[N:15]([CH3:16])[CH2:14][CH2:13][N:12]1[CH3:11]. The yield is 0.880. (2) The reactants are [OH:1][C:2]1[CH:3]=[C:4]([CH:7]=[CH:8][CH:9]=1)[C:5]#[N:6].Br[CH2:11][CH2:12][Cl:13].[OH-].[K+]. The catalyst is C(O)C. The product is [Cl:13][CH2:12][CH2:11][O:1][C:2]1[CH:3]=[C:4]([CH:7]=[CH:8][CH:9]=1)[C:5]#[N:6]. The yield is 0.180. (3) The reactants are [F:1][C:2]1[CH:7]=[CH:6][C:5]([C:8]2[C:19](=[O:20])[N:18]([CH3:21])[C:11]3[N:12]=[C:13](SC)[N:14]=[CH:15][C:10]=3[CH:9]=2)=[CH:4][C:3]=1[NH:22][C:23]([NH:25][C:26]1[CH:31]=[CH:30][CH:29]=[C:28]([C:32]([F:35])([F:34])[F:33])[CH:27]=1)=[O:24].[CH3:36][NH2:37].C1COCC1. No catalyst specified. The product is [F:1][C:2]1[CH:7]=[CH:6][C:5]([C:8]2[C:19](=[O:20])[N:18]([CH3:21])[C:11]3[N:12]=[C:13]([NH:37][CH3:36])[N:14]=[CH:15][C:10]=3[CH:9]=2)=[CH:4][C:3]=1[NH:22][C:23]([NH:25][C:26]1[CH:31]=[CH:30][CH:29]=[C:28]([C:32]([F:35])([F:34])[F:33])[CH:27]=1)=[O:24]. The yield is 0.750.